This data is from Plasma protein binding rate (PPBR) regression data from AstraZeneca. The task is: Regression/Classification. Given a drug SMILES string, predict its absorption, distribution, metabolism, or excretion properties. Task type varies by dataset: regression for continuous measurements (e.g., permeability, clearance, half-life) or binary classification for categorical outcomes (e.g., BBB penetration, CYP inhibition). For this dataset (ppbr_az), we predict Y. (1) The compound is CCOc1cc2nnc(C(N)=O)c(Nc3ccc(C)cc3F)c2cc1N1CCN(C)CC1. The Y is 98.4 %. (2) The Y is 35.5 %. The molecule is Cc1ccc(/C(=C\CN2CCCC2)c2ccccn2)cc1. (3) The molecule is CC[C@H](CO)Nc1nc(SCc2ccccc2)nc2[nH]c(=O)sc12. The Y is 99.8 %. (4) The compound is O=c1[nH]c([C@@H]2CCCN2)nc2c1oc1ccc(Br)cc12. The Y is 94.9 %. (5) The compound is Cn1cnc([N+](=O)[O-])c1Sc1ncnc2nc[nH]c12. The Y is 67.6 %. (6) The molecule is C[C@H](Nc1nc(Nc2ncc(C#N)s2)cc(N2CCOCC2)n1)c1ccc(F)cn1. The Y is 94.1 %. (7) The drug is CC(C)c1ccc(NC(=O)NCCCSC[C@H]2O[C@@H](n3cnc4c(N)ncnc43)[C@H](O)[C@@H]2O)cc1. The Y is 92.2 %.